This data is from Forward reaction prediction with 1.9M reactions from USPTO patents (1976-2016). The task is: Predict the product of the given reaction. (1) Given the reactants CC(N([C@H]1CCN([CH2:15][CH:16]([C:19]2[C:28]3[C:23](=[CH:24][CH:25]=[C:26]([O:29]C)[N:27]=3)[N:22]=[CH:21][C:20]=2[Cl:31])[CH2:17]O)C[C@H]1O)C(=O)[O-])(C)C.C(N(C(C)C)CC)(C)C.C1(C)C=CC(S(OS(C2C=CC(C)=CC=2)(=O)=O)(=O)=O)=CC=1, predict the reaction product. The product is: [Cl:31][C:20]1[CH:21]=[N:22][C:23]2[CH:24]=[CH:25][C:26](=[O:29])[N:27]3[CH2:15][C:16](=[CH2:17])[C:19]=1[C:28]=23. (2) Given the reactants [CH3:1][O:2][CH:3]([C:9]1[CH:18]=[CH:17][CH:16]=[C:15]2[C:10]=1[CH:11]=[CH:12][CH:13]=[N:14]2)[C:4](OCC)=[O:5].O.[NH2:20][NH2:21], predict the reaction product. The product is: [CH3:1][O:2][CH:3]([C:9]1[CH:18]=[CH:17][CH:16]=[C:15]2[C:10]=1[CH:11]=[CH:12][CH:13]=[N:14]2)[C:4]([NH:20][NH2:21])=[O:5]. (3) Given the reactants N1C2C(=CC(CC(O)=O)=CC=2)C=CC=1.[CH3:15][O:16][C:17]1[CH:26]=[C:25]2[C:20]([C:21]([O:27][CH2:28][C:29]([OH:31])=O)=[CH:22][CH:23]=[N:24]2)=[CH:19][CH:18]=1.N(C1N=NC(C2C=CC=CC=2)=CN=1)N.[NH:46]([C:48]1[N:49]=[N:50][C:51]([C:54]2[CH:59]=[CH:58][C:57]([C:60]([O:62][CH3:63])=[O:61])=[CH:56][CH:55]=2)=[CH:52][N:53]=1)[NH2:47], predict the reaction product. The product is: [CH3:63][O:62][C:60]([C:57]1[CH:56]=[CH:55][C:54]([C:51]2[N:50]=[N:49][C:48]([NH:46][NH:47][C:29](=[O:31])[CH2:28][O:27][C:21]3[C:20]4[C:25](=[CH:26][C:17]([O:16][CH3:15])=[CH:18][CH:19]=4)[N:24]=[CH:23][CH:22]=3)=[N:53][CH:52]=2)=[CH:59][CH:58]=1)=[O:61]. (4) The product is: [F:13][C:14]1[CH:15]=[C:16]([CH:17]=[C:18]([F:31])[C:19]=1[O:20][C:21]1[CH:22]=[N:23][C:24]([C:27]([F:30])([F:28])[F:29])=[CH:25][CH:26]=1)[CH2:32][O:33][C:2]1[CH:3]=[C:4]2[N:11]([CH3:12])[CH2:10][CH2:9][N:5]2[C:6](=[O:8])[N:7]=1. Given the reactants Cl[C:2]1[CH:3]=[C:4]2[N:11]([CH3:12])[CH2:10][CH2:9][N:5]2[C:6](=[O:8])[N:7]=1.[F:13][C:14]1[CH:15]=[C:16]([CH2:32][OH:33])[CH:17]=[C:18]([F:31])[C:19]=1[O:20][C:21]1[CH:22]=[N:23][C:24]([C:27]([F:30])([F:29])[F:28])=[CH:25][CH:26]=1, predict the reaction product. (5) Given the reactants Cl[C:2]1[C:11]2[C:6](=[CH:7][C:8]([O:14][CH3:15])=[C:9]([O:12][CH3:13])[CH:10]=2)[CH:5]=[C:4]([NH:16][C:17]2[CH:21]=[C:20]([CH:22]3[CH2:24][CH2:23]3)[NH:19][N:18]=2)[N:3]=1.[C:25](B1OC(C)(C)C(C)(C)O1)([CH3:27])=[CH2:26], predict the reaction product. The product is: [CH:22]1([C:20]2[NH:19][N:18]=[C:17]([NH:16][C:4]3[N:3]=[C:2]([C:25]([CH3:27])=[CH2:26])[C:11]4[C:6]([CH:5]=3)=[CH:7][C:8]([O:14][CH3:15])=[C:9]([O:12][CH3:13])[CH:10]=4)[CH:21]=2)[CH2:24][CH2:23]1. (6) The product is: [C:21]1(=[O:23])[NH:11][CH2:12][C:13](=[O:14])[N:15]2[CH2:20][CH2:19][CH2:18][CH2:17][C@H:16]12. Given the reactants C1(COC([NH:11][CH2:12][C:13]([N:15]2[CH2:20][CH2:19][CH2:18][CH2:17][C@@H:16]2[C:21]([O:23]C)=O)=[O:14])=O)C=CC=CC=1, predict the reaction product. (7) The product is: [CH2:15]([N:14]1[C:12]2[CH:13]=[C:8]([NH:7][C:6](=[O:5])[CH3:35])[N:9]=[CH:10][C:11]=2[N:22]=[C:23]1[C:25]1[CH:30]=[C:29]([CH3:31])[C:28](=[O:32])[N:27]([CH3:33])[CH:26]=1)[C:16]1[CH:17]=[CH:18][CH:19]=[CH:20][CH:21]=1. Given the reactants C([O:5][C:6](=O)[NH:7][C:8]1[CH:13]=[C:12]([NH:14][CH2:15][C:16]2[CH:21]=[CH:20][CH:19]=[CH:18][CH:17]=2)[C:11]([NH:22][C:23]([C:25]2[CH:30]=[C:29]([CH3:31])[C:28](=[O:32])[N:27]([CH3:33])[CH:26]=2)=O)=[CH:10][N:9]=1)(C)(C)C.[C:35](O)(=O)C, predict the reaction product. (8) Given the reactants [C:1]([C:3]1[C:4]([C:24]([F:27])([F:26])[F:25])=[C:5]2[C:9](=[CH:10][CH:11]=1)[N:8]([CH2:12][C:13]1[O:17][C:16]([C:18]([NH2:20])=O)=[CH:15][CH:14]=1)[C:7]([CH2:21][CH2:22][CH3:23])=[CH:6]2)#[N:2].N1C=CC=CC=1.O=P(Cl)(Cl)Cl, predict the reaction product. The product is: [C:18]([C:16]1[O:17][C:13]([CH2:12][N:8]2[C:9]3[C:5](=[C:4]([C:24]([F:26])([F:27])[F:25])[C:3]([C:1]#[N:2])=[CH:11][CH:10]=3)[CH:6]=[C:7]2[CH2:21][CH2:22][CH3:23])=[CH:14][CH:15]=1)#[N:20]. (9) Given the reactants [CH3:1][C:2]1([CH3:31])[C:10]2[C:9]3[CH:11]=[C:12]([S:19]([O-:22])(=[O:21])=[O:20])[CH:13]=[C:14]([S:15]([O-:18])(=[O:17])=[O:16])[C:8]=3[CH:7]=[CH:6][C:5]=2[N+:4]([CH2:23][CH2:24][CH2:25][S:26]([O-:29])(=[O:28])=[O:27])=[C:3]1[CH3:30].[Na+:32].[Na+].[CH2:34]1COS(=O)(=O)CC1, predict the reaction product. The product is: [CH3:1][C:2]1([CH3:31])[C:10]2[C:9]3[CH:11]=[C:12]([S:19]([O-:22])(=[O:20])=[O:21])[CH:13]=[C:14]([S:15]([O-:18])(=[O:16])=[O:17])[C:8]=3[CH:7]=[CH:6][C:5]=2[N+:4]([CH2:23][CH2:24][CH:25]([S:26]([O-:29])(=[O:28])=[O:27])[CH3:34])=[C:3]1[CH3:30].[Na+:32].[Na+:32].